From a dataset of NCI-60 drug combinations with 297,098 pairs across 59 cell lines. Regression. Given two drug SMILES strings and cell line genomic features, predict the synergy score measuring deviation from expected non-interaction effect. (1) Drug 1: C1=CC(=CC=C1CC(C(=O)O)N)N(CCCl)CCCl.Cl. Drug 2: C1=NC2=C(N=C(N=C2N1C3C(C(C(O3)CO)O)O)F)N. Cell line: DU-145. Synergy scores: CSS=-0.729, Synergy_ZIP=-1.44, Synergy_Bliss=-2.98, Synergy_Loewe=-6.55, Synergy_HSA=-5.47. (2) Drug 1: C1C(C(OC1N2C=C(C(=O)NC2=O)F)CO)O. Drug 2: C1C(C(OC1N2C=NC(=NC2=O)N)CO)O. Cell line: MDA-MB-231. Synergy scores: CSS=9.63, Synergy_ZIP=-2.06, Synergy_Bliss=-1.53, Synergy_Loewe=1.02, Synergy_HSA=1.14. (3) Drug 1: CC1=C(C(=CC=C1)Cl)NC(=O)C2=CN=C(S2)NC3=CC(=NC(=N3)C)N4CCN(CC4)CCO. Drug 2: C1CCC(C(C1)N)N.C(=O)(C(=O)[O-])[O-].[Pt+4]. Cell line: BT-549. Synergy scores: CSS=14.6, Synergy_ZIP=-3.59, Synergy_Bliss=0.348, Synergy_Loewe=-0.111, Synergy_HSA=0.534. (4) Drug 1: C1CN1P(=S)(N2CC2)N3CC3. Drug 2: CC1=C(C(CCC1)(C)C)C=CC(=CC=CC(=CC(=O)O)C)C. Cell line: MCF7. Synergy scores: CSS=17.7, Synergy_ZIP=-5.90, Synergy_Bliss=-3.66, Synergy_Loewe=1.81, Synergy_HSA=1.91.